Dataset: Reaction yield outcomes from USPTO patents with 853,638 reactions. Task: Predict the reaction yield, written as a fraction of the theoretical maximum amount of product (1.0 means a 100% yield; for example, 0.34 means a 34% yield). (1) The reactants are [NH2:1][C:2]1[C:3]([NH:10][C:11]2[CH:16]=[CH:15][C:14]([CH2:17][CH2:18][NH:19][C:20]([NH:22][S:23]([C:26]3[CH:31]=[CH:30][C:29]([CH3:32])=[CH:28][CH:27]=3)(=[O:25])=[O:24])=[O:21])=[CH:13][CH:12]=2)=[N:4][C:5]([CH3:9])=[CH:6][C:7]=1[CH3:8].[C:33]1([CH2:39][CH2:40][CH2:41][C:42](O)=O)[CH:38]=[CH:37][CH:36]=[CH:35][CH:34]=1.O.C1(C)C=CC(S(O)(=O)=O)=CC=1. The catalyst is C1(C)C=CC=CC=1.ClCCl. The product is [CH3:9][C:5]1[N:4]=[C:3]2[N:10]([C:11]3[CH:16]=[CH:15][C:14]([CH2:17][CH2:18][NH:19][C:20]([NH:22][S:23]([C:26]4[CH:27]=[CH:28][C:29]([CH3:32])=[CH:30][CH:31]=4)(=[O:25])=[O:24])=[O:21])=[CH:13][CH:12]=3)[C:42]([CH2:41][CH2:40][CH2:39][C:33]3[CH:38]=[CH:37][CH:36]=[CH:35][CH:34]=3)=[N:1][C:2]2=[C:7]([CH3:8])[CH:6]=1. The yield is 0.290. (2) The reactants are [O-2].[Nd+3:2].[O-2].[O-2].[Nd+3].[Nd].[N+]([O-])([O-])=O.[Nd+3].[N+]([O-])([O-])=O.[N+]([O-])([O-])=O.[CH2:20]([CH:22]([CH2:37][CH2:38][CH2:39][CH3:40])[CH2:23][O:24][P:25](=[O:36])([OH:35])[O:26][CH2:27][CH:28]([CH2:33][CH3:34])[CH2:29][CH2:30][CH2:31][CH3:32])[CH3:21].CC1CCCCC1. The catalyst is O. The product is [CH2:20]([CH:22]([CH2:37][CH2:38][CH2:39][CH3:40])[CH2:23][O:24][P:25]([O-:36])([O:26][CH2:27][CH:28]([CH2:33][CH3:34])[CH2:29][CH2:30][CH2:31][CH3:32])=[O:35])[CH3:21].[Nd+:2]. The yield is 0.990. (3) The reactants are C(OC(C1(NC(OC(C)(C)C)=O)CC(O)C2C1C2C(OCC)=O)=O)C.C1(N=C=O)C2C(=CC=CC=2)C=CC=1.C([O:41][C:42]([C:44]1([NH:69]C(OC(C)(C)C)=O)[CH2:49][CH:48]([O:50][C:51](=[O:63])[NH:52][C:53]2[C:62]3[C:57](=[CH:58][CH:59]=[CH:60][CH:61]=3)[CH:56]=[CH:55][CH:54]=2)[CH:47]2[CH:45]1[CH:46]2[C:64]([O:66]CC)=[O:65])=[O:43])C. No catalyst specified. The product is [NH2:69][C:44]1([C:42]([OH:43])=[O:41])[CH2:49][CH:48]([O:50][C:51](=[O:63])[NH:52][C:53]2[C:62]3[C:57](=[CH:58][CH:59]=[CH:60][CH:61]=3)[CH:56]=[CH:55][CH:54]=2)[CH:47]2[CH:45]1[CH:46]2[C:64]([OH:66])=[O:65]. The yield is 0.610. (4) The reactants are [F:1][C:2]1[CH:26]=[CH:25][C:5]2[N:6]([C:19]3[CH:24]=[CH:23][CH:22]=[CH:21][CH:20]=3)[C:7]([C@@H:9]([NH:11]C(=O)OC(C)(C)C)[CH3:10])=[N:8][C:4]=2[CH:3]=1.C(O)(C(F)(F)F)=O. The catalyst is C(Cl)Cl. The product is [F:1][C:2]1[CH:26]=[CH:25][C:5]2[N:6]([C:19]3[CH:24]=[CH:23][CH:22]=[CH:21][CH:20]=3)[C:7]([C@@H:9]([NH2:11])[CH3:10])=[N:8][C:4]=2[CH:3]=1. The yield is 0.780. (5) The yield is 0.920. The product is [Cl:42][C:30]1[CH:29]=[C:28]([NH:27][C:23]2[C:22]3[C:16]4[CH2:15][CH2:14][C:13]5[C:18](=[CH:19][N:11]([CH2:10][CH2:9][OH:8])[N:12]=5)[C:17]=4[S:20][C:21]=3[N:26]=[CH:25][N:24]=2)[CH:33]=[CH:32][C:31]=1[O:34][CH2:35][C:36]1[CH:41]=[CH:40][CH:39]=[CH:38][N:37]=1. The catalyst is C1COCC1. The reactants are [Si]([O:8][CH2:9][CH2:10][N:11]1[CH:19]=[C:18]2[C:13]([CH2:14][CH2:15][C:16]3[C:22]4=[C:23]([NH:27][C:28]5[CH:33]=[CH:32][C:31]([O:34][CH2:35][C:36]6[CH:41]=[CH:40][CH:39]=[CH:38][N:37]=6)=[C:30]([Cl:42])[CH:29]=5)[N:24]=[CH:25][N:26]=[C:21]4[S:20][C:17]=32)=[N:12]1)(C(C)(C)C)(C)C.CCCC[N+](CCCC)(CCCC)CCCC.[F-]. (6) The reactants are C[O:2][C:3](=[O:23])[CH:4]([C:13]1[CH:18]=[CH:17][CH:16]=[C:15]([S:19]([CH3:22])(=[O:21])=[O:20])[CH:14]=1)[CH2:5][C:6]1[CH:11]=[CH:10][C:9]([F:12])=[CH:8][CH:7]=1.[OH-].[K+]. The catalyst is C(O)C. The product is [F:12][C:9]1[CH:8]=[CH:7][C:6]([CH2:5][CH:4]([C:13]2[CH:18]=[CH:17][CH:16]=[C:15]([S:19]([CH3:22])(=[O:21])=[O:20])[CH:14]=2)[C:3]([OH:23])=[O:2])=[CH:11][CH:10]=1. The yield is 0.950. (7) The reactants are Cl[C:2]1[N:10]=[C:9](Cl)[CH:8]=[CH:7][C:3]=1[C:4]([NH2:6])=[O:5].[NH2:12][C:13]1[CH:18]=[CH:17][C:16]([C:19]([N:21]2[CH2:26][CH:25]([CH3:27])[O:24][CH:23]([CH3:28])[CH2:22]2)=[O:20])=[CH:15][CH:14]=1.C(O[C:34](=[O:41])[NH:35][C@H:36]1[CH2:40][CH2:39][NH:38][CH2:37]1)(C)(C)C.[C:42](O)(=O)[CH:43]=C. No catalyst specified. The product is [C:34]([NH:35][C@H:36]1[CH2:40][CH2:39][N:38]([C:9]2[CH:8]=[CH:7][C:3]([C:4]([NH2:6])=[O:5])=[C:2]([NH:12][C:13]3[CH:14]=[CH:15][C:16]([C:19]([N:21]4[CH2:22][CH:23]([CH3:28])[O:24][CH:25]([CH3:27])[CH2:26]4)=[O:20])=[CH:17][CH:18]=3)[N:10]=2)[CH2:37]1)(=[O:41])[CH:42]=[CH2:43]. The yield is 0.480. (8) The reactants are [Br:1][C:2]1[CH:3]=[C:4]2[C:8](=[C:9]([C:11]#[N:12])[CH:10]=1)[NH:7][N:6]=[C:5]2[CH:13]1[CH2:18][CH2:17][NH:16][CH2:15][CH2:14]1.C(N(C(C)C)CC)(C)C.[CH2:28]([S:30](Cl)(=[O:32])=[O:31])[CH3:29]. The catalyst is ClCCl. The product is [Br:1][C:2]1[CH:3]=[C:4]2[C:8](=[C:9]([C:11]#[N:12])[CH:10]=1)[NH:7][N:6]=[C:5]2[CH:13]1[CH2:18][CH2:17][N:16]([S:30]([CH2:28][CH3:29])(=[O:32])=[O:31])[CH2:15][CH2:14]1. The yield is 0.240. (9) The reactants are Cl[C:2]1[N:7]=[C:6]([NH:8][C@H:9]([C:11]2[CH:16]=[CH:15][C:14]([O:17][CH3:18])=[CH:13][CH:12]=2)[CH3:10])[CH:5]=[N:4][CH:3]=1.[N:19]1[C:23]2[CH:24]=[CH:25][CH:26]=[CH:27][C:22]=2[NH:21][CH:20]=1. No catalyst specified. The product is [N:19]1([C:2]2[N:7]=[C:6]([NH:8][C@H:9]([C:11]3[CH:16]=[CH:15][C:14]([O:17][CH3:18])=[CH:13][CH:12]=3)[CH3:10])[CH:5]=[N:4][CH:3]=2)[C:23]2[CH:24]=[CH:25][CH:26]=[CH:27][C:22]=2[N:21]=[CH:20]1. The yield is 0.420. (10) The reactants are [ClH:1].[NH2:2][CH:3]1[CH:12]([CH2:13][C:14]2[CH:19]=[CH:18][CH:17]=[CH:16][CH:15]=2)[C:11]2[CH:10]=[C:9]([O:20][CH2:21][CH2:22][N:23]([CH3:33])[S:24]([C:27]3[N:28]=[CH:29][N:30]([CH3:32])[CH:31]=3)(=[O:26])=[O:25])[CH:8]=[CH:7][C:6]=2[CH2:5][CH2:4]1.Br[CH2:35][CH2:36][CH2:37][CH2:38]Br.C(N(CC)CC)C.O. The catalyst is C(#N)C.C(OCC)(=O)C. The product is [ClH:1].[CH2:13]([CH:12]1[C:11]2[CH:10]=[C:9]([O:20][CH2:21][CH2:22][N:23]([CH3:33])[S:24]([C:27]3[N:28]=[CH:29][N:30]([CH3:32])[CH:31]=3)(=[O:26])=[O:25])[CH:8]=[CH:7][C:6]=2[CH2:5][CH2:4][CH:3]1[N:2]1[CH2:38][CH2:37][CH2:36][CH2:35]1)[C:14]1[CH:15]=[CH:16][CH:17]=[CH:18][CH:19]=1. The yield is 0.100.